Dataset: Catalyst prediction with 721,799 reactions and 888 catalyst types from USPTO. Task: Predict which catalyst facilitates the given reaction. (1) Reactant: [CH3:1][O:2][CH2:3][C:4](=O)[CH2:5][C:6](=O)[C:7]([O:9][CH2:10][CH3:11])=[O:8].Cl.Cl.[NH2:16][NH2:17].O.OS([O-])=O.[Na+]. Product: [CH3:1][O:2][CH2:3][C:4]1[CH:5]=[C:6]([C:7]([O:9][CH2:10][CH3:11])=[O:8])[NH:17][N:16]=1. The catalyst class is: 8. (2) Reactant: [CH:1]1([C:4](Cl)=[O:5])[CH2:3][CH2:2]1.[O:7]1[CH:11]=[CH:10][CH:9]=[C:8]1[C:12]1[N:17]=[C:16]([NH2:18])[CH:15]=[N:14][C:13]=1[C:19]1[CH:24]=[CH:23][N:22]=[C:21]([CH3:25])[N:20]=1. Product: [O:7]1[CH:11]=[CH:10][CH:9]=[C:8]1[C:12]1[N:17]=[C:16]([NH:18][C:4]([CH:1]2[CH2:3][CH2:2]2)=[O:5])[CH:15]=[N:14][C:13]=1[C:19]1[CH:24]=[CH:23][N:22]=[C:21]([CH3:25])[N:20]=1. The catalyst class is: 17. (3) Reactant: FC(F)(F)S(O[C:7]1[CH:8]=[C:9]2[C:14](=[CH:15][CH:16]=1)[C:13]([C:17]1[CH:22]=[CH:21][C:20]([F:23])=[CH:19][C:18]=1[F:24])=[N:12][C:11]([NH:25][C:26]1[CH:30]=[C:29]([CH3:31])[NH:28][N:27]=1)=[CH:10]2)(=O)=O.[NH:34]1[CH2:39][CH2:38][O:37][CH2:36][CH2:35]1.N12CCCNC1CCCC=C2.[O:51]1CCC[CH2:52]1. Product: [F:24][C:18]1[CH:19]=[C:20]([F:23])[CH:21]=[CH:22][C:17]=1[C:13]1[C:14]2[C:9](=[CH:8][C:7]([C:52]([N:34]3[CH2:39][CH2:38][O:37][CH2:36][CH2:35]3)=[O:51])=[CH:16][CH:15]=2)[CH:10]=[C:11]([NH:25][C:26]2[CH:30]=[C:29]([CH3:31])[NH:28][N:27]=2)[N:12]=1. The catalyst class is: 318. (4) Reactant: [F:1][C:2]1([CH3:47])[C:10]2[C:5](=[CH:6][CH:7]=[CH:8][CH:9]=2)[N:4]([CH2:11][CH2:12][CH2:13][N:14]2[CH2:45][CH2:44][C:17]3([N:21]([C:22]4[CH:27]=[CH:26][C:25]([F:28])=[CH:24][CH:23]=4)[CH2:20][N:19]([CH2:29][C:30]4[CH:42]=[CH:41][CH:40]=[CH:39][C:31]=4[C:32]([O:34]C(C)(C)C)=[O:33])[C:18]3=[O:43])[CH2:16][CH2:15]2)[C:3]1=[O:46].Cl. Product: [F:1][C:2]1([CH3:47])[C:10]2[C:5](=[CH:6][CH:7]=[CH:8][CH:9]=2)[N:4]([CH2:11][CH2:12][CH2:13][N:14]2[CH2:45][CH2:44][C:17]3([N:21]([C:22]4[CH:27]=[CH:26][C:25]([F:28])=[CH:24][CH:23]=4)[CH2:20][N:19]([CH2:29][C:30]4[CH:42]=[CH:41][CH:40]=[CH:39][C:31]=4[C:32]([OH:34])=[O:33])[C:18]3=[O:43])[CH2:16][CH2:15]2)[C:3]1=[O:46]. The catalyst class is: 12. (5) Product: [Cl:27][C:28]1[N:29]=[N:30][C:31]([N:12]2[CH2:13][C@@H:9]([C:3]3[CH:4]=[CH:5][C:6]([F:8])=[CH:7][C:2]=3[F:1])[C@H:10]([C:14]([O:16][CH3:17])=[O:15])[CH2:11]2)=[CH:32][CH:33]=1. Reactant: [F:1][C:2]1[CH:7]=[C:6]([F:8])[CH:5]=[CH:4][C:3]=1[C@@H:9]1[CH2:13][NH:12][CH2:11][C@H:10]1[C:14]([O:16][CH3:17])=[O:15].C(N(C(C)C)CC)(C)C.[Cl:27][C:28]1[N:29]=[N:30][C:31](Cl)=[CH:32][CH:33]=1. The catalyst class is: 7.